From a dataset of Forward reaction prediction with 1.9M reactions from USPTO patents (1976-2016). Predict the product of the given reaction. (1) Given the reactants FC(F)(F)S([O:6][S:7]([C:10]([F:13])([F:12])[F:11])(=[O:9])=[O:8])(=O)=O.[F:16][C:17]1[CH:22]=[CH:21][C:20]([C:23]2[C:28]([O:29][CH2:30][CH2:31][CH3:32])=[CH:27][C:26]([C:33]([O:35][CH2:36][CH3:37])=[O:34])=[CH:25][C:24]=2O)=[CH:19][CH:18]=1, predict the reaction product. The product is: [F:16][C:17]1[CH:18]=[CH:19][C:20]([C:23]2[C:24]([O:6][S:7]([C:10]([F:11])([F:12])[F:13])(=[O:8])=[O:9])=[CH:25][C:26]([C:33]([O:35][CH2:36][CH3:37])=[O:34])=[CH:27][C:28]=2[O:29][CH2:30][CH2:31][CH3:32])=[CH:21][CH:22]=1. (2) Given the reactants C(OOC(=O)C1C=CC=CC=1)(=O)C1C=CC=CC=1.[F:19][C:20]1[CH:21]=[C:22]([CH2:27][C:28]([OH:30])=[O:29])[CH:23]=[C:24]([CH3:26])[CH:25]=1.[Br:31]N1C(=O)CCC1=O.O, predict the reaction product. The product is: [Br:31][CH2:26][C:24]1[CH:23]=[C:22]([CH2:27][C:28]([OH:30])=[O:29])[CH:21]=[C:20]([F:19])[CH:25]=1.